Dataset: NCI-60 drug combinations with 297,098 pairs across 59 cell lines. Task: Regression. Given two drug SMILES strings and cell line genomic features, predict the synergy score measuring deviation from expected non-interaction effect. (1) Drug 1: CC1=CC=C(C=C1)C2=CC(=NN2C3=CC=C(C=C3)S(=O)(=O)N)C(F)(F)F. Drug 2: C1=NC2=C(N=C(N=C2N1C3C(C(C(O3)CO)O)F)Cl)N. Cell line: SK-MEL-28. Synergy scores: CSS=16.7, Synergy_ZIP=-2.37, Synergy_Bliss=2.48, Synergy_Loewe=-5.09, Synergy_HSA=2.60. (2) Drug 1: CS(=O)(=O)C1=CC(=C(C=C1)C(=O)NC2=CC(=C(C=C2)Cl)C3=CC=CC=N3)Cl. Drug 2: C(CC(=O)O)C(=O)CN.Cl. Cell line: SK-MEL-28. Synergy scores: CSS=-6.57, Synergy_ZIP=-2.58, Synergy_Bliss=-13.5, Synergy_Loewe=-19.5, Synergy_HSA=-19.6. (3) Drug 1: CC12CCC(CC1=CCC3C2CCC4(C3CC=C4C5=CN=CC=C5)C)O. Drug 2: CS(=O)(=O)OCCCCOS(=O)(=O)C. Cell line: HS 578T. Synergy scores: CSS=0.671, Synergy_ZIP=-0.476, Synergy_Bliss=-0.449, Synergy_Loewe=-7.24, Synergy_HSA=-5.43. (4) Drug 1: CC1=C(C=C(C=C1)NC(=O)C2=CC=C(C=C2)CN3CCN(CC3)C)NC4=NC=CC(=N4)C5=CN=CC=C5. Drug 2: C1C(C(OC1N2C=NC3=C2NC=NCC3O)CO)O. Cell line: UACC62. Synergy scores: CSS=3.03, Synergy_ZIP=-1.55, Synergy_Bliss=-3.41, Synergy_Loewe=-1.95, Synergy_HSA=-3.33. (5) Drug 2: CC(C)NC(=O)C1=CC=C(C=C1)CNNC.Cl. Synergy scores: CSS=11.1, Synergy_ZIP=0.0968, Synergy_Bliss=3.58, Synergy_Loewe=1.84, Synergy_HSA=1.90. Cell line: OVCAR3. Drug 1: CC1C(C(CC(O1)OC2CC(CC3=C2C(=C4C(=C3O)C(=O)C5=C(C4=O)C(=CC=C5)OC)O)(C(=O)CO)O)N)O.Cl. (6) Drug 1: C1=CC(=C2C(=C1NCCNCCO)C(=O)C3=C(C=CC(=C3C2=O)O)O)NCCNCCO. Drug 2: C1=NC2=C(N1)C(=S)N=C(N2)N. Cell line: SK-MEL-5. Synergy scores: CSS=34.4, Synergy_ZIP=-12.8, Synergy_Bliss=-5.38, Synergy_Loewe=-7.23, Synergy_HSA=-1.44.